This data is from Forward reaction prediction with 1.9M reactions from USPTO patents (1976-2016). The task is: Predict the product of the given reaction. (1) Given the reactants FC(F)(F)S(O[C:7]1[CH:15]=[CH:14][C:13]([C:16]2[N:17]([C:32]([O:34][C:35]([CH3:38])([CH3:37])[CH3:36])=[O:33])[C:18]3[C:23]([CH:24]=2)=[CH:22][C:21]([CH2:25][N:26]2[CH2:31][CH2:30][CH2:29][CH2:28][CH2:27]2)=[CH:20][CH:19]=3)=[C:12]2[C:8]=1[CH2:9][NH:10][C:11]2=[O:39])(=O)=O.[NH2:42][C:43]([C:45]1[CH:46]=[C:47](B(O)O)[CH:48]=[CH:49][CH:50]=1)=[O:44].C(=O)([O-])[O-].[K+].[K+].O, predict the reaction product. The product is: [C:43]([C:45]1[CH:50]=[C:49]([C:7]2[CH:15]=[CH:14][C:13]([C:16]3[N:17]([C:32]([O:34][C:35]([CH3:38])([CH3:37])[CH3:36])=[O:33])[C:18]4[C:23]([CH:24]=3)=[CH:22][C:21]([CH2:25][N:26]3[CH2:27][CH2:28][CH2:29][CH2:30][CH2:31]3)=[CH:20][CH:19]=4)=[C:12]3[C:8]=2[CH2:9][NH:10][C:11]3=[O:39])[CH:48]=[CH:47][CH:46]=1)(=[O:44])[NH2:42]. (2) Given the reactants [C:1]([N:20]1[CH:24]=[C:23]([CH2:25][CH2:26][C:27]2[CH:33]=[CH:32][C:30]([NH2:31])=[CH:29][CH:28]=2)[N:22]=[CH:21]1)([C:14]1[CH:19]=[CH:18][CH:17]=[CH:16][CH:15]=1)([C:8]1[CH:13]=[CH:12][CH:11]=[CH:10][CH:9]=1)[C:2]1[CH:7]=[CH:6][CH:5]=[CH:4][CH:3]=1.[F:34][C:35]([F:52])([F:51])[C:36]1[CH:41]=[CH:40][C:39]([C:42]2[C:43]([C:48](O)=[O:49])=[CH:44][CH:45]=[CH:46][CH:47]=2)=[CH:38][CH:37]=1.C1C=CC2N(O)N=NC=2C=1.CCN=C=NCCCN(C)C.Cl, predict the reaction product. The product is: [F:34][C:35]([F:51])([F:52])[C:36]1[CH:37]=[CH:38][C:39]([C:42]2[C:43]([C:48]([NH:31][C:30]3[CH:29]=[CH:28][C:27]([CH2:26][CH2:25][C:23]4[N:22]=[CH:21][N:20]([C:1]([C:14]5[CH:19]=[CH:18][CH:17]=[CH:16][CH:15]=5)([C:2]5[CH:7]=[CH:6][CH:5]=[CH:4][CH:3]=5)[C:8]5[CH:9]=[CH:10][CH:11]=[CH:12][CH:13]=5)[CH:24]=4)=[CH:33][CH:32]=3)=[O:49])=[CH:44][CH:45]=[CH:46][CH:47]=2)=[CH:40][CH:41]=1. (3) Given the reactants Cl[CH:2]([C:6](=[O:8])[CH3:7])[C:3](=O)[CH3:4].[C:9]([NH:12][C:13](=[O:22])[C:14]1[C:19]([F:20])=[CH:18][CH:17]=[CH:16][C:15]=1[F:21])(=[S:11])[NH2:10].C([O-])([O-])=O.[K+].[K+], predict the reaction product. The product is: [C:6]([C:2]1[S:11][C:9]([NH:12][C:13](=[O:22])[C:14]2[C:19]([F:20])=[CH:18][CH:17]=[CH:16][C:15]=2[F:21])=[N:10][C:3]=1[CH3:4])(=[O:8])[CH3:7]. (4) Given the reactants C(OC([N:8]1[CH2:13][CH2:12][N:11]([C:14]2[CH:19]=[CH:18][C:17]([C:20]3[N:24]4[N:25]=[C:26]([C:29]5[CH:34]=[CH:33][C:32]([O:35][CH3:36])=[C:31]([O:37][CH3:38])[CH:30]=5)[CH:27]=[CH:28][C:23]4=[N:22][C:21]=3[CH3:39])=[CH:16][N:15]=2)[CH2:10][CH2:9]1)=O)(C)(C)C.C([O-])(O)=O.[Na+], predict the reaction product. The product is: [CH3:38][O:37][C:31]1[CH:30]=[C:29]([C:26]2[CH:27]=[CH:28][C:23]3[N:24]([C:20]([C:17]4[CH:16]=[N:15][C:14]([N:11]5[CH2:10][CH2:9][NH:8][CH2:13][CH2:12]5)=[CH:19][CH:18]=4)=[C:21]([CH3:39])[N:22]=3)[N:25]=2)[CH:34]=[CH:33][C:32]=1[O:35][CH3:36]. (5) Given the reactants Br[C:2]1[S:6][C:5]([CH:7]=[CH:8][C:9]([OH:11])=[O:10])=[CH:4][CH:3]=1.[F:12][C:13]1[CH:18]=[CH:17][C:16](B(O)O)=[CH:15][CH:14]=1.C(=O)([O-])[O-].[Na+].[Na+], predict the reaction product. The product is: [F:12][C:13]1[CH:18]=[CH:17][C:16]([C:2]2[S:6][C:5]([CH:7]=[CH:8][C:9]([OH:11])=[O:10])=[CH:4][CH:3]=2)=[CH:15][CH:14]=1. (6) Given the reactants [CH3:1][CH:2]1[CH2:7][CH2:6][CH2:5][CH:4]([CH3:8])[C:3]1=O.Cl.[NH2:11][OH:12].C(O)C, predict the reaction product. The product is: [CH3:1][C@H:2]1[CH2:7][CH2:6][CH2:5][C@@H:4]([CH3:8])[C:3]1=[N:11][OH:12].[CH3:1][C@H:2]1[CH2:7][CH2:6][CH2:5][C@H:4]([CH3:8])[C:3]1=[N:11][OH:12]. (7) Given the reactants [Cl:1][C:2]1[CH:7]=[CH:6][C:5]([C:8]2[C:17](=[O:18])[C:16]3[C:11](=[CH:12][CH:13]=[N:14][C:15]=3[NH:19][CH2:20][C:21]3[CH:26]=[CH:25][CH:24]=[CH:23][CH:22]=3)[NH:10][CH:9]=2)=[CH:4][CH:3]=1.IC.[CH2:29](Cl)[C:30]1[CH:35]=[CH:34][CH:33]=[CH:32][CH:31]=1, predict the reaction product. The product is: [Cl:1][C:2]1[CH:3]=[CH:4][C:5]([C:8]2[C:17](=[O:18])[C:16]3[C:11](=[CH:12][CH:13]=[N:14][C:15]=3[NH:19][CH2:20][C:21]3[CH:22]=[CH:23][CH:24]=[CH:25][CH:26]=3)[N:10]([CH2:29][C:30]3[CH:35]=[CH:34][CH:33]=[CH:32][CH:31]=3)[CH:9]=2)=[CH:6][CH:7]=1.